From a dataset of Forward reaction prediction with 1.9M reactions from USPTO patents (1976-2016). Predict the product of the given reaction. (1) Given the reactants [OH:1][CH2:2][C:3]1[O:7][C:6]([C:8]([NH2:10])=[O:9])=[CH:5][CH:4]=1.C1COCC1, predict the reaction product. The product is: [CH:2]([C:3]1[O:7][C:6]([C:8]([NH2:10])=[O:9])=[CH:5][CH:4]=1)=[O:1]. (2) Given the reactants C(#[N:4])CC.[S:5](=[O:9])(=[O:8])([OH:7])[OH:6].[NH3:10], predict the reaction product. The product is: [S:5](=[O:7])(=[O:6])([OH:9])[O-:8].[NH4+:4].[S:5]([O-:9])([O-:8])(=[O:7])=[O:6].[NH4+:10].[NH4+:4]. (3) Given the reactants Cl[C:2]1[N:7]=[C:6]([NH2:8])[C:5]([CH3:9])=[CH:4][N:3]=1.[CH3:10][N:11]1[CH2:16][CH2:15][N:14]([S:17]([C:20]2[CH:21]=[C:22]([NH2:26])[CH:23]=[CH:24][CH:25]=2)(=[O:19])=[O:18])[CH2:13][CH2:12]1, predict the reaction product. The product is: [CH3:9][C:5]1[C:6]([NH2:8])=[N:7][C:2]([NH:26][C:22]2[CH:23]=[CH:24][CH:25]=[C:20]([S:17]([N:14]3[CH2:13][CH2:12][N:11]([CH3:10])[CH2:16][CH2:15]3)(=[O:19])=[O:18])[CH:21]=2)=[N:3][CH:4]=1. (4) Given the reactants [Cl:1][C:2]1[C:3]([CH3:12])=[C:4]([S:8]([NH2:11])(=[O:10])=[O:9])[CH:5]=[CH:6][CH:7]=1.C(=O)([O-])[O-].[K+].[K+].BrC[C:21]1[CH:22]=[CH:23][C:24]2[S:28][C:27]([CH3:29])=[N:26][C:25]=2[CH:30]=1, predict the reaction product. The product is: [CH3:12][C:3]1[C:2]([Cl:1])=[CH:7][CH:6]=[CH:5][C:4]=1[S:8]([NH:11][C:21]1[CH:22]=[CH:23][C:24]2[S:28][C:27]([CH3:29])=[N:26][C:25]=2[CH:30]=1)(=[O:9])=[O:10]. (5) Given the reactants [CH:1]1([CH:6]([C:10]2[CH:15]=[CH:14][C:13]([CH2:16][N:17]3[C:22](=[O:23])[CH2:21][O:20][C:19]([C:24]4[CH:29]=[CH:28][CH:27]=[CH:26][CH:25]=4)=[N:18]3)=[CH:12][CH:11]=2)[C:7](O)=[O:8])[CH2:5][CH2:4][CH2:3][CH2:2]1.S(Cl)([Cl:32])=O, predict the reaction product. The product is: [CH:1]1([CH:6]([C:10]2[CH:15]=[CH:14][C:13]([CH2:16][N:17]3[C:22](=[O:23])[CH2:21][O:20][C:19]([C:24]4[CH:29]=[CH:28][CH:27]=[CH:26][CH:25]=4)=[N:18]3)=[CH:12][CH:11]=2)[C:7]([Cl:32])=[O:8])[CH2:5][CH2:4][CH2:3][CH2:2]1. (6) Given the reactants [CH2:1]([C:3]1[C:8]([CH:9]=O)=[CH:7][CH:6]=[CH:5][C:4]=1[C:11]1[S:15][C:14]([C:16]2[CH:17]=[CH:18][C:19]([CH2:24][CH:25]([CH3:27])[CH3:26])=[C:20]([CH:23]=2)[C:21]#[N:22])=[N:13][N:12]=1)[CH3:2].[NH:28]1[CH2:31][CH:30]([C:32]([O:34][CH3:35])=[O:33])[CH2:29]1.C([O-])(=O)C.[Na+].C(O[BH-](OC(=O)C)OC(=O)C)(=O)C.[Na+], predict the reaction product. The product is: [C:21]([C:20]1[CH:23]=[C:16]([C:14]2[S:15][C:11]([C:4]3[C:3]([CH2:1][CH3:2])=[C:8]([CH2:9][N:28]4[CH2:31][CH:30]([C:32]([O:34][CH3:35])=[O:33])[CH2:29]4)[CH:7]=[CH:6][CH:5]=3)=[N:12][N:13]=2)[CH:17]=[CH:18][C:19]=1[CH2:24][CH:25]([CH3:27])[CH3:26])#[N:22]. (7) The product is: [F:29][C:23]1[CH:24]=[C:25]([N+:28]([O-:3])=[O:37])[CH:26]=[CH:27][C:22]=1[CH:20]=[CH2:19]. Given the reactants ClC(OCC1C=CC=CC=1)=[O:3].CC1(C)OC2C[CH2:19][CH:20]([C:22]3[CH:27]=[CH:26][C:25]([NH2:28])=[CH:24][C:23]=3[F:29])CC2O1.N1C=CC=CC=1.[OH2:37], predict the reaction product. (8) Given the reactants O.[OH-].[Li+].C[O:5][C:6]([C:8]1[C:16]2[C:11](=[CH:12][CH:13]=[CH:14][CH:15]=2)[N:10]([C:17]2[C:26]3[C:21](=[CH:22][CH:23]=[CH:24][CH:25]=3)[N:20]=[CH:19][CH:18]=2)[CH:9]=1)=[O:7], predict the reaction product. The product is: [C:6]([C:8]1[C:16]2[C:11](=[CH:12][CH:13]=[CH:14][CH:15]=2)[N:10]([C:17]2[C:26]3[C:21](=[CH:22][CH:23]=[CH:24][CH:25]=3)[N:20]=[CH:19][CH:18]=2)[CH:9]=1)([OH:7])=[O:5]. (9) Given the reactants [C:1]1([C:7]2[NH:11][CH:10]=[C:9]([CH:12]=[O:13])[CH:8]=2)[CH:6]=[CH:5][CH:4]=[CH:3][CH:2]=1.[H-].[Na+].C1OCCOCCOCCOCCOC1.[Cl:31][C:32]1[N:37]=[CH:36][C:35]([S:38](Cl)(=[O:40])=[O:39])=[CH:34][N:33]=1, predict the reaction product. The product is: [Cl:31][C:32]1[N:37]=[CH:36][C:35]([S:38]([N:11]2[C:7]([C:1]3[CH:6]=[CH:5][CH:4]=[CH:3][CH:2]=3)=[CH:8][C:9]([CH:12]=[O:13])=[CH:10]2)(=[O:40])=[O:39])=[CH:34][N:33]=1. (10) Given the reactants [Br-].[Cl:2][C:3]1[CH:37]=[CH:36][CH:35]=[CH:34][C:4]=1[CH2:5][O:6][C:7]1[CH:32]=[CH:31][C:30]([F:33])=[CH:29][C:8]=1[CH2:9][P+](C1C=CC=CC=1)(C1C=CC=CC=1)C1C=CC=CC=1.[F:38][C:39]1[CH:40]=[C:41]([CH2:57][CH:58]([CH:68]=O)[CH2:59][CH2:60][CH2:61][CH2:62][C:63]([O:65][CH2:66][CH3:67])=[O:64])[CH:42]=[C:43]([F:56])[C:44]=1[O:45][Si:46]([CH:53]([CH3:55])[CH3:54])([CH:50]([CH3:52])[CH3:51])[CH:47]([CH3:49])[CH3:48], predict the reaction product. The product is: [F:38][C:39]1[CH:40]=[C:41]([CH:42]=[C:43]([F:56])[C:44]=1[O:45][Si:46]([CH:47]([CH3:49])[CH3:48])([CH:50]([CH3:52])[CH3:51])[CH:53]([CH3:54])[CH3:55])[CH2:57][CH:58]([CH:68]=[CH:9][C:8]1[CH:29]=[C:30]([F:33])[CH:31]=[CH:32][C:7]=1[O:6][CH2:5][C:4]1[CH:34]=[CH:35][CH:36]=[CH:37][C:3]=1[Cl:2])[CH2:59][CH2:60][CH2:61][CH2:62][C:63]([O:65][CH2:66][CH3:67])=[O:64].